Dataset: NCI-60 drug combinations with 297,098 pairs across 59 cell lines. Task: Regression. Given two drug SMILES strings and cell line genomic features, predict the synergy score measuring deviation from expected non-interaction effect. Drug 1: C1=CC(=CC=C1CCCC(=O)O)N(CCCl)CCCl. Drug 2: C1C(C(OC1N2C=C(C(=O)NC2=O)F)CO)O. Cell line: K-562. Synergy scores: CSS=25.6, Synergy_ZIP=-7.72, Synergy_Bliss=-7.22, Synergy_Loewe=-6.80, Synergy_HSA=-1.77.